From a dataset of Forward reaction prediction with 1.9M reactions from USPTO patents (1976-2016). Predict the product of the given reaction. Given the reactants ClC1C=CC([C:10]2[CH2:14][C:13]([C:19]3[CH:24]=[C:23]([Cl:25])[CH:22]=[C:21]([Cl:26])[CH:20]=3)([C:15]([F:18])([F:17])[F:16])[O:12][N:11]=2)=CC=1CN.C([N:29]([CH2:32][CH3:33])[CH2:30][CH3:31])C.[C:34]([Cl:37])(=O)[CH3:35].C(=O)([O-])[OH:39].[Na+].O1C[CH2:46][CH2:45][CH2:44]1, predict the reaction product. The product is: [Cl:37][C:34]1[CH:35]=[CH:46][CH:45]=[CH:44][C:33]=1[CH:32]([C:10]1[CH2:14][C:13]([C:19]2[CH:20]=[C:21]([Cl:26])[CH:22]=[C:23]([Cl:25])[CH:24]=2)([C:15]([F:17])([F:18])[F:16])[O:12][N:11]=1)[NH:29][C:30](=[O:39])[CH3:31].